This data is from Forward reaction prediction with 1.9M reactions from USPTO patents (1976-2016). The task is: Predict the product of the given reaction. (1) Given the reactants Cl[C:2]1[N:7]=[CH:6][N:5]=[C:4]([NH2:8])[C:3]=1[C:9]1[N:13]([CH3:14])[N:12]=[CH:11][N:10]=1.[NH2:15][C@H:16]([C:19]1[N:28]([CH:29]2[CH2:31][CH2:30]2)[C:27](=[O:32])[C:26]2[C:21](=[CH:22][CH:23]=[CH:24][C:25]=2[Cl:33])[N:20]=1)[CH2:17][CH3:18].C(N(CC)C(C)C)(C)C, predict the reaction product. The product is: [NH2:8][C:4]1[N:5]=[CH:6][N:7]=[C:2]([NH:15][C@H:16]([C:19]2[N:28]([CH:29]3[CH2:30][CH2:31]3)[C:27](=[O:32])[C:26]3[C:21](=[CH:22][CH:23]=[CH:24][C:25]=3[Cl:33])[N:20]=2)[CH2:17][CH3:18])[C:3]=1[C:9]1[N:13]([CH3:14])[N:12]=[CH:11][N:10]=1. (2) Given the reactants C([O:5][C:6]([C:8]1[C:9]([CH3:45])=[C:10]2[C:14](=[CH:15][CH:16]=1)[CH:13]([N:17]([CH2:37][C:38]([O:40]C(C)(C)C)=[O:39])[CH2:18][C:19]1[CH:24]=[C:23]([C:25](=[O:36])[NH:26][CH2:27][C:28]3[CH:33]=[CH:32][C:31]([F:34])=[C:30]([CH3:35])[CH:29]=3)[N:22]=[CH:21][N:20]=1)[CH2:12][CH2:11]2)=[O:7])(C)(C)C.FC(F)(F)C(O)=O, predict the reaction product. The product is: [C:38]([CH2:37][N:17]([CH2:18][C:19]1[CH:24]=[C:23]([C:25](=[O:36])[NH:26][CH2:27][C:28]2[CH:33]=[CH:32][C:31]([F:34])=[C:30]([CH3:35])[CH:29]=2)[N:22]=[CH:21][N:20]=1)[CH:13]1[C:14]2[C:10](=[C:9]([CH3:45])[C:8]([C:6]([OH:7])=[O:5])=[CH:16][CH:15]=2)[CH2:11][CH2:12]1)([OH:40])=[O:39]. (3) Given the reactants I[C:2]1[CH:3]=[C:4]([CH:8]=[C:9]([N+:11]([O-:13])=[O:12])[CH:10]=1)[C:5]([OH:7])=[O:6].B(O)(O)[C:15]1[CH:16]=[CH:17][C:18]([CH3:21])=[CH:19][CH:20]=1.C([O-])([O-])=O.[Cs+].[Cs+].[OH-].[Na+], predict the reaction product. The product is: [CH3:21][C:18]1[CH:19]=[CH:20][C:15]([C:2]2[CH:10]=[C:9]([N+:11]([O-:13])=[O:12])[CH:8]=[C:4]([C:5]([OH:7])=[O:6])[CH:3]=2)=[CH:16][CH:17]=1.